Dataset: Forward reaction prediction with 1.9M reactions from USPTO patents (1976-2016). Task: Predict the product of the given reaction. (1) Given the reactants [NH:1]1[CH2:6][CH2:5][CH2:4][CH:3]([CH2:7][NH:8][C:9]([C:11]2[C:15]3[N:16]=[CH:17][N:18]=[C:19]([C:20]4[C:28]5[O:27][CH2:26][O:25][C:24]=5[CH:23]=[CH:22][C:21]=4[O:29][CH2:30][CH:31]4[CH2:33][CH2:32]4)[C:14]=3[NH:13][CH:12]=2)=[O:10])[CH2:2]1.Cl[C:35]([C@@H:37]([O:39]C(=O)C)[CH3:38])=[O:36], predict the reaction product. The product is: [OH:39][C@@H:37]([CH3:38])[C:35]([N:1]1[CH2:6][CH2:5][CH2:4][CH:3]([CH2:7][NH:8][C:9]([C:11]2[C:15]3[N:16]=[CH:17][N:18]=[C:19]([C:20]4[C:28]5[O:27][CH2:26][O:25][C:24]=5[CH:23]=[CH:22][C:21]=4[O:29][CH2:30][CH:31]4[CH2:33][CH2:32]4)[C:14]=3[NH:13][CH:12]=2)=[O:10])[CH2:2]1)=[O:36]. (2) The product is: [CH3:61][C:57]1[N:56]=[C:55]([C:2]2[CH:27]=[CH:26][C:5]([O:6][CH2:7][CH2:8][CH2:9][O:10][C:11]3[CH:12]=[C:13]4[C:17](=[CH:18][CH:19]=3)[C@H:16]([CH2:20][C:21]([O:23][CH2:24][CH3:25])=[O:22])[CH2:15][CH2:14]4)=[CH:4][CH:3]=2)[CH:60]=[CH:59][CH:58]=1. Given the reactants I[C:2]1[CH:27]=[CH:26][C:5]([O:6][CH2:7][CH2:8][CH2:9][O:10][C:11]2[CH:12]=[C:13]3[C:17](=[CH:18][CH:19]=2)[C@H:16]([CH2:20][C:21]([O:23][CH2:24][CH3:25])=[O:22])[CH2:15][CH2:14]3)=[CH:4][CH:3]=1.B1(B2OC(C)(C)C(C)(C)O2)OC(C)(C)C(C)(C)O1.C(Cl)Cl.CC([O-])=O.[K+].Br[C:55]1[CH:60]=[CH:59][CH:58]=[C:57]([CH3:61])[N:56]=1.C([O-])([O-])=O.[Na+].[Na+], predict the reaction product. (3) Given the reactants N([C@H:4]([CH2:9][C:10]1[CH:15]=[C:14]([F:16])[C:13]([F:17])=[CH:12][C:11]=1[F:18])[CH2:5][C:6](O)=[O:7])=[N+]=[N-].N1C=CN=N1, predict the reaction product. The product is: [F:18][C:11]1[CH:12]=[C:13]([F:17])[C:14]([F:16])=[CH:15][C:10]=1[CH2:9][CH2:4][CH2:5][CH:6]=[O:7]. (4) Given the reactants [Cl:1][CH2:2][CH2:3][N:4]([CH2:23][CH2:24][Cl:25])[CH2:5][CH2:6][O:7][C:8]1[C:21]2[NH:20][C:19]3[C:14](=[CH:15][CH:16]=[CH:17][CH:18]=3)[C:13](=O)[C:12]=2[CH:11]=[CH:10][CH:9]=1.O=S(Cl)[Cl:28], predict the reaction product. The product is: [Cl:1][CH2:2][CH2:3][N:4]([CH2:23][CH2:24][Cl:25])[CH2:5][CH2:6][O:7][C:8]1[C:21]2[C:12](=[C:13]([Cl:28])[C:14]3[C:19]([N:20]=2)=[CH:18][CH:17]=[CH:16][CH:15]=3)[CH:11]=[CH:10][CH:9]=1. (5) Given the reactants CO[C:3]1[CH:8]=[CH:7][C:6]([C@@H:9]([N:11]([CH2:22][C:23]2[N:24]=[C:25]3[CH:30]=[CH:29][CH:28]=[C:27]([N:31]4[CH2:36][CH2:35][N:34]([CH3:37])[CH2:33][CH2:32]4)[N:26]3[CH:38]=2)[C@@H:12]2[C:21]3[N:20]=[CH:19][CH:18]=[CH:17][C:16]=3[CH2:15][CH2:14][CH2:13]2)C)=[CH:5][CH:4]=1.[CH2:39](C1C=CC(C=O)=CC=1)[CH:40]([CH3:42])[CH3:41], predict the reaction product. The product is: [CH3:37][N:34]1[CH2:35][CH2:36][N:31]([C:27]2[N:26]3[CH:38]=[C:23]([CH2:22][N:11]([CH2:9][C:6]4[CH:5]=[CH:4][C:3]([CH2:39][CH:40]([CH3:42])[CH3:41])=[CH:8][CH:7]=4)[C@@H:12]4[C:21]5[N:20]=[CH:19][CH:18]=[CH:17][C:16]=5[CH2:15][CH2:14][CH2:13]4)[N:24]=[C:25]3[CH:30]=[CH:29][CH:28]=2)[CH2:32][CH2:33]1. (6) Given the reactants [CH2:1]([O:8][C:9]1[CH:10]=[CH:11][C:12]([C@@H:20]([O:34][Si:35]([C:38]([CH3:41])([CH3:40])[CH3:39])([CH3:37])[CH3:36])[CH2:21][NH:22][CH2:23][C:24]2[CH:33]=[CH:32][C:27]([C:28]([O:30][CH3:31])=[O:29])=[CH:26][CH:25]=2)=[C:13]2[C:18]=1[NH:17][C:16](=[O:19])[CH:15]=[CH:14]2)[C:2]1[CH:7]=[CH:6][CH:5]=[CH:4][CH:3]=1.[C:42](O[C:42]([O:44][C:45]([CH3:48])([CH3:47])[CH3:46])=[O:43])([O:44][C:45]([CH3:48])([CH3:47])[CH3:46])=[O:43], predict the reaction product. The product is: [CH2:1]([O:8][C:9]1[CH:10]=[CH:11][C:12]([C@@H:20]([O:34][Si:35]([C:38]([CH3:41])([CH3:40])[CH3:39])([CH3:37])[CH3:36])[CH2:21][N:22]([CH2:23][C:24]2[CH:33]=[CH:32][C:27]([C:28]([O:30][CH3:31])=[O:29])=[CH:26][CH:25]=2)[C:42]([O:44][C:45]([CH3:48])([CH3:47])[CH3:46])=[O:43])=[C:13]2[C:18]=1[NH:17][C:16](=[O:19])[CH:15]=[CH:14]2)[C:2]1[CH:3]=[CH:4][CH:5]=[CH:6][CH:7]=1.